This data is from Reaction yield outcomes from USPTO patents with 853,638 reactions. The task is: Predict the reaction yield, written as a fraction of the theoretical maximum amount of product (1.0 means a 100% yield; for example, 0.34 means a 34% yield). The reactants are [N:1]12[CH2:8][CH2:7][C:4]([C:9]([C:17]3[CH:22]=[CH:21][CH:20]=[CH:19][CH:18]=3)([C:11]3[CH:16]=[CH:15][CH:14]=[CH:13][CH:12]=3)[OH:10])([CH2:5][CH2:6]1)[CH2:3][CH2:2]2.[C:23]1([CH2:29][O:30][CH2:31][CH2:32][CH2:33][CH2:34][Br:35])[CH:28]=[CH:27][CH:26]=[CH:25][CH:24]=1. The catalyst is CC#N. The product is [Br-:35].[OH:10][C:9]([C:17]1[CH:22]=[CH:21][CH:20]=[CH:19][CH:18]=1)([C:11]1[CH:12]=[CH:13][CH:14]=[CH:15][CH:16]=1)[C:4]12[CH2:5][CH2:6][N+:1]([CH2:34][CH2:33][CH2:32][CH2:31][O:30][CH2:29][C:23]3[CH:28]=[CH:27][CH:26]=[CH:25][CH:24]=3)([CH2:2][CH2:3]1)[CH2:8][CH2:7]2. The yield is 0.483.